This data is from Peptide-MHC class II binding affinity with 134,281 pairs from IEDB. The task is: Regression. Given a peptide amino acid sequence and an MHC pseudo amino acid sequence, predict their binding affinity value. This is MHC class II binding data. (1) The peptide sequence is RSDSSLVDEFVVSTR. The MHC is DRB1_0101 with pseudo-sequence DRB1_0101. The binding affinity (normalized) is 0.148. (2) The peptide sequence is FKAAVAAAAGAPPAD. The MHC is DRB1_0301 with pseudo-sequence DRB1_0301. The binding affinity (normalized) is 0. (3) The binding affinity (normalized) is 0.885. The peptide sequence is CFHEFLSSKLNKFVS. The MHC is DRB1_0101 with pseudo-sequence DRB1_0101. (4) The MHC is DRB1_1101 with pseudo-sequence DRB1_1101. The binding affinity (normalized) is 0.187. The peptide sequence is GAMAKKGDEQKLRSA. (5) The peptide sequence is FMVAMFLAVAVVLGL. The MHC is HLA-DQA10501-DQB10301 with pseudo-sequence HLA-DQA10501-DQB10301. The binding affinity (normalized) is 0.605. (6) The binding affinity (normalized) is 0.729. The MHC is DRB1_0101 with pseudo-sequence DRB1_0101. The peptide sequence is VKQNTLKLATGMRNV. (7) The binding affinity (normalized) is 0.0548. The MHC is HLA-DQA10102-DQB10602 with pseudo-sequence HLA-DQA10102-DQB10602. The peptide sequence is GPTSDEAGPAVAEQL.